Task: Predict the reaction yield, written as a fraction of the theoretical maximum amount of product (1.0 means a 100% yield; for example, 0.34 means a 34% yield).. Dataset: Reaction yield outcomes from USPTO patents with 853,638 reactions The reactants are [BrH:1].[Cl:2][C:3]1[CH:4]=[CH:5][C:6]([C:11]([C:19]2[CH:24]=[CH:23][C:22]([CH2:25]OCCC(C)C)=[CH:21][CH:20]=2)=[CH:12][C@@H:13]2[NH:17][C:16](=[O:18])[CH2:15][CH2:14]2)=[N:7][C:8]=1[O:9]C.C(=O)(O)[O-].[Na+].O. The catalyst is C(#N)C. The product is [Br:1][CH2:25][C:22]1[CH:23]=[CH:24][C:19]([C:11]([C:6]2[NH:7][C:8](=[O:9])[C:3]([Cl:2])=[CH:4][CH:5]=2)=[CH:12][C@H:13]2[CH2:14][CH2:15][C:16](=[O:18])[NH:17]2)=[CH:20][CH:21]=1. The yield is 0.850.